From a dataset of Forward reaction prediction with 1.9M reactions from USPTO patents (1976-2016). Predict the product of the given reaction. (1) Given the reactants Cl.[CH:2]([NH2:4])=[NH:3].CC[O-].[Na+].[CH3:9][O:10][CH:11]([C:16](OC)=[O:17])[C:12](OC)=[O:13].C(O)(=O)C, predict the reaction product. The product is: [CH3:9][O:10][C:11]1[C:12]([OH:13])=[N:3][CH:2]=[N:4][C:16]=1[OH:17]. (2) Given the reactants [CH3:1][C:2]1([CH3:26])[C:7]2[CH:8]=[CH:9][C:10]([NH:12][C:13]([C:15]3[CH:20]=[CH:19][C:18]([C:21](O)=[O:22])=[CH:17][CH:16]=3)=[O:14])=[CH:11][C:6]=2[C:5]([CH3:25])([CH3:24])[CH2:4][CH2:3]1.C(N(CC)CC)C.ClC(OC)=O.[BH4-].[Na+].[Cl-].[NH4+], predict the reaction product. The product is: [OH:22][CH2:21][C:18]1[CH:19]=[CH:20][C:15]([C:13]([NH:12][C:10]2[CH:9]=[CH:8][C:7]3[C:2]([CH3:26])([CH3:1])[CH2:3][CH2:4][C:5]([CH3:25])([CH3:24])[C:6]=3[CH:11]=2)=[O:14])=[CH:16][CH:17]=1. (3) The product is: [C:15]1(=[O:20])[N:3]([CH2:4][CH2:5][C:6]2[NH:10][C:9]3[CH:11]=[CH:12][CH:13]=[CH:14][C:8]=3[N:7]=2)[C:18](=[O:19])[C:17]2=[CH:21][CH:22]=[CH:23][CH:24]=[C:16]12. Given the reactants Cl.Cl.[NH2:3][CH2:4][CH2:5][C:6]1[NH:7][C:8]2[CH:14]=[CH:13][CH:12]=[CH:11][C:9]=2[N:10]=1.[C:15]1(=O)[O:20][C:18](=[O:19])[C:17]2=[CH:21][CH:22]=[CH:23][CH:24]=[C:16]12.C(N(CC)CC)C, predict the reaction product. (4) Given the reactants B(Br)(Br)Br.[Cl:5][C:6]1[CH:11]=[CH:10][C:9]([O:12]C)=[C:8]([S:14][C:15]2[CH:20]=[CH:19][C:18]([S:21]([CH2:24][CH3:25])(=[O:23])=[O:22])=[CH:17][CH:16]=2)[CH:7]=1, predict the reaction product. The product is: [Cl:5][C:6]1[CH:11]=[CH:10][C:9]([OH:12])=[C:8]([S:14][C:15]2[CH:16]=[CH:17][C:18]([S:21]([CH2:24][CH3:25])(=[O:22])=[O:23])=[CH:19][CH:20]=2)[CH:7]=1. (5) The product is: [N:10]([CH2:2][CH2:3][CH2:4][S:5]([NH:8][CH3:9])(=[O:7])=[O:6])=[N+:11]=[N-:12]. Given the reactants Cl[CH2:2][CH2:3][CH2:4][S:5]([NH:8][CH3:9])(=[O:7])=[O:6].[N-:10]=[N+:11]=[N-:12].[Na+], predict the reaction product. (6) Given the reactants Br[C:2]1[C:7]([C:8]([F:11])([F:10])[F:9])=[CH:6][C:5]([NH:12][C:13]2[N:17]=[C:16]([NH2:18])[NH:15][N:14]=2)=[CH:4][C:3]=1[Cl:19].[CH:20]([S:23]([C:26]1[CH:31]=[CH:30][C:29](B2OC(C)(C)C(C)(C)O2)=[CH:28][N:27]=1)(=[O:25])=[O:24])([CH3:22])[CH3:21].C(=O)([O-])[O-].[K+].[K+], predict the reaction product. The product is: [Cl:19][C:3]1[CH:4]=[C:5]([NH:12][C:13]2[N:17]=[C:16]([NH2:18])[NH:15][N:14]=2)[CH:6]=[C:7]([C:8]([F:11])([F:10])[F:9])[C:2]=1[C:29]1[CH:28]=[N:27][C:26]([S:23]([CH:20]([CH3:22])[CH3:21])(=[O:24])=[O:25])=[CH:31][CH:30]=1. (7) The product is: [CH3:1][N:2]1[C@H:11]2[CH2:12][C:13]3[CH:18]=[CH:17][C:16]([O:19][CH3:20])=[CH:15][C:14]=3[C@:5]3([C@@H:10]2[CH2:9][CH2:8][CH2:7][CH2:6]3)[CH2:4][CH2:3]1. Given the reactants [CH3:1][N:2]1[C@H:11]2[CH2:12][C:13]3[CH:18]=[CH:17][C:16]([O:19][CH3:20])=[CH:15][C:14]=3[C@:5]3([C@@H:10]2[CH2:9][CH2:8][CH2:7][CH2:6]3)[CH2:4][CH2:3]1.Br, predict the reaction product.